From a dataset of Full USPTO retrosynthesis dataset with 1.9M reactions from patents (1976-2016). Predict the reactants needed to synthesize the given product. (1) Given the product [CH3:16][O:8][C:6]([C:2]1[S:1][CH:5]=[CH:4][N:3]=1)([O:10][CH3:9])[CH3:7], predict the reactants needed to synthesize it. The reactants are: [S:1]1[CH:5]=[CH:4][N:3]=[C:2]1[C:6](=[O:8])[CH3:7].[CH:9](OC)(OC)[O:10]C.[CH3:16]C1C=CC(S(O)(=O)=O)=CC=1.C([O-])(O)=O.[Na+]. (2) Given the product [CH2:1]([O:8][CH2:9][CH2:10][O:11][C:36]1[CH:37]=[CH:38][C:33]([O:32][CH2:25][C:26]2[CH:31]=[CH:30][CH:29]=[CH:28][CH:27]=2)=[CH:34][CH:35]=1)[C:2]1[CH:7]=[CH:6][CH:5]=[CH:4][CH:3]=1, predict the reactants needed to synthesize it. The reactants are: [CH2:1]([O:8][CH2:9][CH2:10][OH:11])[C:2]1[CH:7]=[CH:6][CH:5]=[CH:4][CH:3]=1.C1(C)C=CC(S(Cl)(=O)=O)=CC=1.[OH-].[Na+].[CH2:25]([O:32][C:33]1[CH:38]=[CH:37][C:36](O)=[CH:35][CH:34]=1)[C:26]1[CH:31]=[CH:30][CH:29]=[CH:28][CH:27]=1. (3) The reactants are: [F:1][C:2]1[CH:7]=[C:6]([F:8])[CH:5]=[CH:4][C:3]=1[N:9]1[N:17]=[C:16]([C:18]#[N:19])[C:15]2[CH:14]3[CH2:20][CH:11]([CH2:12][CH2:13]3)[C:10]1=2.[CH3:21][OH:22]. Given the product [F:1][C:2]1[CH:7]=[C:6]([F:8])[CH:5]=[CH:4][C:3]=1[N:9]1[C:10]2[CH:11]3[CH2:20][CH:14]([CH2:13][CH2:12]3)[C:15]=2[C:16]([C:18]([O:22][CH3:21])=[NH:19])=[N:17]1, predict the reactants needed to synthesize it. (4) Given the product [Cl:19][C:18]1[C:4]2[N:3]=[C:2]([NH:25][C:26]3[C:27]([CH3:33])=[N:28][N:29]([CH3:32])[C:30]=3[CH3:31])[N:6]([CH2:7][CH2:8][CH2:9][C:10]([O:12][CH2:13][CH3:14])=[O:11])[C:5]=2[C:15]([CH:20]([CH2:23][CH3:24])[CH2:21][CH3:22])=[CH:16][CH:17]=1, predict the reactants needed to synthesize it. The reactants are: Cl[C:2]1[N:6]([CH2:7][CH2:8][CH2:9][C:10]([O:12][CH2:13][CH3:14])=[O:11])[C:5]2[C:15]([CH:20]([CH2:23][CH3:24])[CH2:21][CH3:22])=[CH:16][CH:17]=[C:18]([Cl:19])[C:4]=2[N:3]=1.[NH2:25][C:26]1[C:27]([CH3:33])=[N:28][N:29]([CH3:32])[C:30]=1[CH3:31].O.C1(C)C=CC(S(O)(=O)=O)=CC=1.C(=O)(O)[O-].[Na+]. (5) Given the product [C:20]([S:22][C:3]1[CH:2]=[C:1]([C:8]2[CH:13]=[CH:12][CH:11]=[CH:10][CH:9]=2)[CH:6]=[CH:5][CH:4]=1)(=[S:21])[O:19][CH2:23][CH3:24], predict the reactants needed to synthesize it. The reactants are: [C:1]1([C:8]2[CH:13]=[CH:12][CH:11]=[CH:10][CH:9]=2)[CH:6]=[CH:5][CH:4]=[C:3](N)[CH:2]=1.Cl.N([O-])=O.[Na+].[O:19]([CH2:23][CH3:24])[C:20]([S-:22])=[S:21].[K+].